Dataset: NCI-60 drug combinations with 297,098 pairs across 59 cell lines. Task: Regression. Given two drug SMILES strings and cell line genomic features, predict the synergy score measuring deviation from expected non-interaction effect. (1) Drug 1: CC1=CC2C(CCC3(C2CCC3(C(=O)C)OC(=O)C)C)C4(C1=CC(=O)CC4)C. Drug 2: CC=C1C(=O)NC(C(=O)OC2CC(=O)NC(C(=O)NC(CSSCCC=C2)C(=O)N1)C(C)C)C(C)C. Cell line: RPMI-8226. Synergy scores: CSS=67.1, Synergy_ZIP=-2.10, Synergy_Bliss=-5.23, Synergy_Loewe=-31.5, Synergy_HSA=-3.19. (2) Drug 1: CCC1=C2CN3C(=CC4=C(C3=O)COC(=O)C4(CC)O)C2=NC5=C1C=C(C=C5)O. Drug 2: C1C(C(OC1N2C=NC(=NC2=O)N)CO)O. Cell line: SK-MEL-28. Synergy scores: CSS=16.8, Synergy_ZIP=-1.59, Synergy_Bliss=1.58, Synergy_Loewe=-17.4, Synergy_HSA=-0.586.